This data is from Forward reaction prediction with 1.9M reactions from USPTO patents (1976-2016). The task is: Predict the product of the given reaction. (1) Given the reactants [Br:1][C:2]1[CH:19]=[CH:18][C:5]([CH2:6][CH:7]([C:10]([CH:12]2[CH2:17][CH2:16][CH2:15][CH2:14][CH2:13]2)=O)[CH:8]=O)=[CH:4][CH:3]=1.Cl.[F:21][C:22]([F:33])([F:32])[O:23][C:24]1[CH:29]=[CH:28][C:27]([NH:30][NH2:31])=[CH:26][CH:25]=1.C[O-].[Na+], predict the reaction product. The product is: [Br:1][C:2]1[CH:19]=[CH:18][C:5]([CH2:6][C:7]2[CH:8]=[N:31][N:30]([C:27]3[CH:28]=[CH:29][C:24]([O:23][C:22]([F:21])([F:33])[F:32])=[CH:25][CH:26]=3)[C:10]=2[CH:12]2[CH2:17][CH2:16][CH2:15][CH2:14][CH2:13]2)=[CH:4][CH:3]=1. (2) Given the reactants [C:1]([O:4][CH:5]=[CH2:6])(=[O:3])[CH3:2].[F:7][C:8]([F:12])=[C:9]([F:11])[F:10], predict the reaction product. The product is: [C:1]([O:4][CH:5]=[CH2:6])(=[O:3])[CH3:2].[F:7][C:8]([F:12])=[C:9]([F:11])[F:10].